This data is from Full USPTO retrosynthesis dataset with 1.9M reactions from patents (1976-2016). The task is: Predict the reactants needed to synthesize the given product. (1) Given the product [Cl:1][C:2]1[CH:7]=[CH:6][C:5]([O:8][CH2:15][C:16]2[CH:21]=[CH:20][CH:19]=[CH:18][CH:17]=2)=[CH:4][CH:3]=1, predict the reactants needed to synthesize it. The reactants are: [Cl:1][C:2]1[CH:7]=[CH:6][C:5]([OH:8])=[CH:4][CH:3]=1.C([O-])([O-])=O.[K+].[K+].[CH2:15](Br)[C:16]1[CH:21]=[CH:20][CH:19]=[CH:18][CH:17]=1. (2) Given the product [Cl:39][C:19]([C:27]1[CH:28]=[CH:29][C:30]([Cl:33])=[CH:31][CH:32]=1)([C:21]1[N:25]([CH3:26])[CH:24]=[N:23][CH:22]=1)[C:16]1[CH:17]=[CH:18][C:13]2[N:12]3[N:34]=[N:35][N:36]=[C:11]3[CH2:10][N:9]=[C:8]([C:4]3[CH:5]=[CH:6][CH:7]=[C:2]([Cl:1])[CH:3]=3)[C:14]=2[CH:15]=1, predict the reactants needed to synthesize it. The reactants are: [Cl:1][C:2]1[CH:3]=[C:4]([C:8]2[C:14]3[CH:15]=[C:16]([C:19]([C:27]4[CH:32]=[CH:31][C:30]([Cl:33])=[CH:29][CH:28]=4)([C:21]4[N:25]([CH3:26])[CH:24]=[N:23][CH:22]=4)O)[CH:17]=[CH:18][C:13]=3[N:12]3[N:34]=[N:35][N:36]=[C:11]3[CH2:10][N:9]=2)[CH:5]=[CH:6][CH:7]=1.S(Cl)([Cl:39])=O.